Regression. Given two drug SMILES strings and cell line genomic features, predict the synergy score measuring deviation from expected non-interaction effect. From a dataset of NCI-60 drug combinations with 297,098 pairs across 59 cell lines. (1) Drug 1: C1CC(=O)NC(=O)C1N2CC3=C(C2=O)C=CC=C3N. Drug 2: CCC1=CC2CC(C3=C(CN(C2)C1)C4=CC=CC=C4N3)(C5=C(C=C6C(=C5)C78CCN9C7C(C=CC9)(C(C(C8N6C)(C(=O)OC)O)OC(=O)C)CC)OC)C(=O)OC.C(C(C(=O)O)O)(C(=O)O)O. Cell line: A498. Synergy scores: CSS=8.90, Synergy_ZIP=-9.27, Synergy_Bliss=-1.24, Synergy_Loewe=1.29, Synergy_HSA=1.13. (2) Drug 1: CN(C)N=NC1=C(NC=N1)C(=O)N. Drug 2: C1CN(P(=O)(OC1)NCCCl)CCCl. Cell line: HL-60(TB). Synergy scores: CSS=-3.43, Synergy_ZIP=-6.33, Synergy_Bliss=-15.8, Synergy_Loewe=-26.4, Synergy_HSA=-17.7. (3) Drug 1: CN1C2=C(C=C(C=C2)N(CCCl)CCCl)N=C1CCCC(=O)O.Cl. Drug 2: C(CN)CNCCSP(=O)(O)O. Cell line: SW-620. Synergy scores: CSS=-3.44, Synergy_ZIP=3.51, Synergy_Bliss=0.608, Synergy_Loewe=0.428, Synergy_HSA=-4.49.